This data is from Human Reference Interactome with 51,813 positive PPI pairs across 8,248 proteins, plus equal number of experimentally-validated negative pairs. The task is: Binary Classification. Given two protein amino acid sequences, predict whether they physically interact or not. (1) Protein 1 (ENSG00000010282) has sequence MGIKTALPAAELGLYSLVLSGALAYAGRGLLEASQDGAHRKAFRESVRPGWEYIGRKMDVADFEWVMWFTSFRNVIIFALSGHVLFAKLCTMVAPKLRSWMYAVYGALAVMGTMGPWYLLLLLGHCVGLYVASLLGQPWLCLGLGLASLASFKMDPLISWQSGFVTGTFDLQEVLFHGGSSFTVLRCTSFALESCAHPDRHYSLADLLKYNFYLPFFFFGPIMTFDRFHAQVSQVEPVRREGELWHIRAQAGLSVVAIMAVDIFFHFFYILTIPSDLKFANRLPDSALAGLAYSNLVYDW.... Protein 2 (ENSG00000064205) has sequence MRGTPKTHLLAFSLLCLLSKVRTQLCPTPCTCPWPPPRCPLGVPLVLDGCGCCRVCARRLGEPCDQLHVCDASQGLVCQPGAGPGGRGALCLLAEDDSSCEVNGRLYREGETFQPHCSIRCRCEDGGFTCVPLCSEDVRLPSWDCPHPRRVEVLGKCCPEWVCGQGGGLGTQPLPAQGPQFSGLVSSLPPGVPCPEWSTAWGPCSTTCGLGMATRVSNQNRFCRLETQRRLCLSRPCPPSRGRSPQNSAF*MRGTPKTHLLAFSLLCLLSKVRTQLCPTPCTCPWPPPRCPLGVPLVLDG.... Result: 0 (the proteins do not interact). (2) Protein 1 (ENSG00000221855) has sequence MQAALTAFFVLLFSLLSLLGIAANGFIVLVLGREWLRYGRLLPLDMILISLGASRFCLQLVGTVHNFYYSAQKVEYSGGLGRQFFHLHWHFLNSATFWFCSWLSVLFCVKIANITHSTFLWLKWRFPGWVPWLLLGSVLISFIITLLFFWVNYPVYQEFLIRKFSGNMTYKWNTRIETYYFPSLKLVIWSIPFSVFLVSIMLLINSLRRHTQRMQHNGHSLQDPSTQAHTRALKSLISFLILYALSFLSLIIDAAKFISMQNDFYWPWQIAVYLCISVHPFILIFSNLKLRSVFSQLLLL.... Protein 2 (ENSG00000168685) has sequence MTILGTTFGMVFSLLQVVSGESGYAQNGDLEDAELDDYSFSCYSQLEVNGSQHSLTCAFEDPDVNITNLEFEICGALVEVKCLNFRKLQEIYFIETKKFLLIGKSNICVKVGEKSLTCKKIDLTTIVKPEAPFDLSVVYREGANDFVVTFNTSHLQKKYVKVLMHDVAYRQEKDENKWTHVNLSSTKLTLLQRKLQPAAMYEIKVRSIPDHYFKGFWSEWSPSYYFRTPEINNSSGEMDPILLTISILSFFSVALLVILACVLWKKRIKPIVWPSLPDHKKTLEHLCKKPRKNLNVSFNP.... Result: 0 (the proteins do not interact). (3) Protein 1 (ENSG00000105559) has sequence MEGSRPRSSLSLASSASTISSLSSLSPKKPTRAVNKIHAFGKRGNALRRDPNLPVHIRGWLHKQDSSGLRLWKRRWFVLSGHCLFYYKDSREESVLGSVLLPSYNIRPDGPGAPRGRRFTFTAEHPGMRTYVLAADTLEDLRGWLRALGRASRAEGDDYGQPRSPARPQPGEGPGGPGGPPEVSRGEEGRISESPEVTRLSRGRGRPRLLTPSPTTDLHSGLQMRRARSPDLFTPLSRPPSPLSLPRPRSAPARRPPAPSGDTAPPARPHTPLSRIDVRPPLDWGPQRQTLSRPPTPRRG.... Protein 2 (ENSG00000105559) has sequence MEGSRPRSSLSLASSASTISSLSSLSPKKPTRAVNKIHAFGKRGNALRRDPNLPVHIRGWLHKQDSSGLRLWKRRWFVLSGHCLFYYKDSREESVLGSVLLPSYNIRPDGPGAPRGRRFTFTAEHPGMRTYVLAADTLEDLRGWLRALGRASRAEGDDYGQPRSPARPQPGEGPGGPGGPPEVSRGEEGRISESPEVTRLSRGRGRPRLLTPSPTTDLHSGLQMRRARSPDLFTPLSRPPSPLSLPRPRSAPARRPPAPSGDTAPPARPHTPLSRIDVRPPLDWGPQRQTLSRPPTPRRG.... Result: 1 (the proteins interact). (4) Protein 1 (ENSG00000197142) has sequence MLFIFNFLFSPLPTPALICILTFGAAIFLWLITRPQPVLPLLDLNNQSVGIEGGARKGVSQKNNDLTSCCFSDAKTMYEVFQRGLAVSDNGPCLGYRKPNQPYRWLSYKQVSDRAEYLGSCLLHKGYKSSPDQFVGIFAQNRPEWIISELACYTYSMVAVPLYDTLGPEAIVHIVNKADIAMVICDTPQKALVLIGNVEKGFTPSLKVIILMDPFDDDLKQRGEKSGIEILSLYDAENLGKEHFRKPVPPSPEDLSVICFTSGTTGDPKGAMITHQNIVSNAAAFLKCVEHAYEPTPDDV.... Result: 0 (the proteins do not interact). Protein 2 (ENSG00000115211) has sequence MAAVAVAVREDSGSGMKAELPPGPGAVGREMTKEEKLQLRKEKKQQKKKRKEEKGAEPETGSAVSAAQCQVGPTRELPESGIQLGTPREKVPAGRSKAELRAERRAKQEAERALKQARKGEQGGPPPKASPSTAGETPSGVKRLPEYPQVDDLLLRRLVKKPERQQVPTRKDYGSKVSLFSHLPQYSRQNSLTQFMSIPSSVIHPAMVRLGLQYSQGLVSGSNARCIALLRALQQVIQDYTTPPNEELSRDLVNKLKPYMSFLTQCRPLSASMHNAIKFLNKEITSVGSSKREEEAKSEL.... (5) Protein 1 (ENSG00000134330) has sequence XEAAGCGSALLWPRLLLFGDSITQFSFQQGGWGASLADRLVRLQYQVGQNYPSKINQERKQFGHPSSSYNFLWGQ*MALCEAAGCGSALLWPRLLLFGDSITQFSFQQGGWGASLADRLVRKCDVLNRGFSGYNTRWAKIILPRLIRKGNSLDIPVAVTIFFGANDSALKDENPKQHIPLEEYAANLKSMVQYLKSVDIPENRVILITPTPLCETAWEEQCIIQGCKLNRLNSVVGEYANACLQVAQDCGTDVLDLWTLMQDSQDFSSYLSDGLHLSPKGNEFLFSHLWPLIEKKVSSLP.... Protein 2 (ENSG00000198805) has sequence MENGYTYEDYKNTAEWLLSHTKHRPQVAIICGSGLGGLTDKLTQAQIFDYGEIPNFPRSTVPGHAGRLVFGFLNGRACVMMQGRFHMYEGYPLWKVTFPVRVFHLLGVDTLVVTNAAGGLNPKFEVGDIMLIRDHINLPGFSGQNPLRGPNDERFGDRFPAMSDAYDRTMRQRALSTWKQMGEQRELQEGTYVMVAGPSFETVAECRVLQKLGADAVGMSTVPEVIVARHCGLRVFGFSLITNKVIMDYESLEKANHEEVLAAGKQAAQKLEQFVSILMASIPLPDKAS*MMQGRFHMYE.... Result: 0 (the proteins do not interact).